From a dataset of Reaction yield outcomes from USPTO patents with 853,638 reactions. Predict the reaction yield, written as a fraction of the theoretical maximum amount of product (1.0 means a 100% yield; for example, 0.34 means a 34% yield). The reactants are [O:1]1[C:3]2([CH2:8][CH2:7][S:6][CH2:5][CH2:4]2)[CH2:2]1.[OH:9][C:10]1[CH:15]=[C:14]([CH3:16])[C:13]([C:17]2[CH:22]=[CH:21][CH:20]=[C:19]([CH:23]=[O:24])[CH:18]=2)=[C:12]([CH3:25])[CH:11]=1.C(=O)([O-])[O-].[K+].[K+]. The catalyst is CN(C)C=O. The product is [OH:1][C:3]1([CH2:2][O:9][C:10]2[CH:15]=[C:14]([CH3:16])[C:13]([C:17]3[CH:22]=[CH:21][CH:20]=[C:19]([CH:23]=[O:24])[CH:18]=3)=[C:12]([CH3:25])[CH:11]=2)[CH2:8][CH2:7][S:6][CH2:5][CH2:4]1. The yield is 0.780.